This data is from NCI-60 drug combinations with 297,098 pairs across 59 cell lines. The task is: Regression. Given two drug SMILES strings and cell line genomic features, predict the synergy score measuring deviation from expected non-interaction effect. (1) Drug 1: C1=CC=C(C(=C1)C(C2=CC=C(C=C2)Cl)C(Cl)Cl)Cl. Drug 2: CC1C(C(CC(O1)OC2CC(CC3=C2C(=C4C(=C3O)C(=O)C5=C(C4=O)C(=CC=C5)OC)O)(C(=O)CO)O)N)O.Cl. Cell line: MDA-MB-435. Synergy scores: CSS=56.2, Synergy_ZIP=-8.92, Synergy_Bliss=-5.90, Synergy_Loewe=-4.54, Synergy_HSA=-2.29. (2) Drug 1: CN1CCC(CC1)COC2=C(C=C3C(=C2)N=CN=C3NC4=C(C=C(C=C4)Br)F)OC. Drug 2: CNC(=O)C1=NC=CC(=C1)OC2=CC=C(C=C2)NC(=O)NC3=CC(=C(C=C3)Cl)C(F)(F)F. Cell line: IGROV1. Synergy scores: CSS=58.4, Synergy_ZIP=-9.57, Synergy_Bliss=-8.98, Synergy_Loewe=-22.7, Synergy_HSA=-7.68.